This data is from Full USPTO retrosynthesis dataset with 1.9M reactions from patents (1976-2016). The task is: Predict the reactants needed to synthesize the given product. (1) Given the product [NH2:7][C:8]1[C:17]2[C:12](=[CH:13][CH:14]=[CH:15][CH:16]=2)[C:11]([O:18][CH2:19][C:20]#[N:21])=[CH:10][CH:9]=1, predict the reactants needed to synthesize it. The reactants are: C(OC(=O)[NH:7][C:8]1[C:17]2[C:12](=[CH:13][CH:14]=[CH:15][CH:16]=2)[C:11]([O:18][CH2:19][C:20]#[N:21])=[CH:10][CH:9]=1)(C)(C)C.FC(F)(F)C(O)=O.C(OCC)(=O)C. (2) Given the product [CH2:1]([CH:3]([C:9](=[O:10])[CH3:11])[C:4]([NH:20][CH2:12][CH2:13][C:14]1[CH:19]=[CH:18][CH:17]=[CH:16][CH:15]=1)=[O:6])[CH3:2], predict the reactants needed to synthesize it. The reactants are: [CH2:1]([CH:3]([C:9]([CH3:11])=[O:10])[C:4]([O:6]CC)=O)[CH3:2].[CH2:12]([NH2:20])[CH2:13][C:14]1[CH:19]=[CH:18][CH:17]=[CH:16][CH:15]=1. (3) Given the product [OH:1][C:2]1[CH:3]=[C:4]([NH:8][C:9]2[CH:21]=[C:20]([N:22]3[C:30]4[C:25](=[CH:26][CH:27]=[CH:28][CH:29]=4)[CH2:24][CH2:23]3)[CH:19]=[CH:18][C:10]=2[C:11]([OH:13])=[O:12])[CH:5]=[CH:6][CH:7]=1, predict the reactants needed to synthesize it. The reactants are: [OH:1][C:2]1[CH:3]=[C:4]([NH:8][C:9]2[CH:21]=[C:20]([N:22]3[C:30]4[C:25](=[CH:26][CH:27]=[CH:28][CH:29]=4)[CH2:24][CH2:23]3)[CH:19]=[CH:18][C:10]=2[C:11]([O:13]C(C)(C)C)=[O:12])[CH:5]=[CH:6][CH:7]=1. (4) Given the product [CH3:19][C:15]1([CH3:20])[CH2:14][C:12]2[N:13]=[C:9]([N:5]3[CH2:6][CH2:7][O:8][CH:3]([CH2:2][NH:1][S:33]([C:27]4[CH:32]=[CH:31][CH:30]=[CH:29][CH:28]=4)(=[O:35])=[O:34])[CH2:4]3)[S:10][C:11]=2[C:17](=[O:18])[CH2:16]1, predict the reactants needed to synthesize it. The reactants are: [NH2:1][CH2:2][CH:3]1[O:8][CH2:7][CH2:6][N:5]([C:9]2[S:10][C:11]3[C:17](=[O:18])[CH2:16][C:15]([CH3:20])([CH3:19])[CH2:14][C:12]=3[N:13]=2)[CH2:4]1.N1C=CC=CC=1.[C:27]1([S:33](Cl)(=[O:35])=[O:34])[CH:32]=[CH:31][CH:30]=[CH:29][CH:28]=1. (5) Given the product [C:1]([O:5][C:6]([N:8]1[CH2:13][CH2:12][CH:11]([O:14][C:28]2[CH:29]=[CH:30][C:25]([S:22](=[O:23])(=[O:24])[N:21]([CH:17]3[CH2:18][CH2:19][CH2:20]3)[C:32]3[CH:37]=[CH:36][CH:35]=[C:34]([F:38])[CH:33]=3)=[CH:26][CH:27]=2)[CH2:10][CH2:9]1)=[O:7])([CH3:4])([CH3:2])[CH3:3], predict the reactants needed to synthesize it. The reactants are: [C:1]([O:5][C:6]([N:8]1[CH2:13][CH2:12][CH:11]([OH:14])[CH2:10][CH2:9]1)=[O:7])([CH3:4])([CH3:3])[CH3:2].[H-].[Na+].[CH:17]1([N:21]([C:32]2[CH:37]=[CH:36][CH:35]=[C:34]([F:38])[CH:33]=2)[S:22]([C:25]2[CH:30]=[CH:29][C:28](F)=[CH:27][CH:26]=2)(=[O:24])=[O:23])[CH2:20][CH2:19][CH2:18]1.O. (6) Given the product [NH:35]1[CH:39]=[C:38]([CH2:40][NH:1][C:2]([CH3:25])([CH3:24])[C@H:3]([NH:8][C:9](=[O:23])[C:10]2[CH:15]=[CH:14][C:13]([C:16]#[C:17][C:18]#[C:19][CH2:20][CH2:21][OH:22])=[CH:12][CH:11]=2)[C:4]([NH:6][OH:7])=[O:5])[N:37]=[CH:36]1, predict the reactants needed to synthesize it. The reactants are: [NH2:1][C:2]([CH3:25])([CH3:24])[C@H:3]([NH:8][C:9](=[O:23])[C:10]1[CH:15]=[CH:14][C:13]([C:16]#[C:17][C:18]#[C:19][CH2:20][CH2:21][OH:22])=[CH:12][CH:11]=1)[C:4]([NH:6][OH:7])=[O:5].CCN(C(C)C)C(C)C.[NH:35]1[CH:39]=[C:38]([CH:40]=O)[N:37]=[CH:36]1.[BH3-]C#N.[Na+].C(O)(=O)C.C(O)(C(F)(F)F)=O.